Dataset: Full USPTO retrosynthesis dataset with 1.9M reactions from patents (1976-2016). Task: Predict the reactants needed to synthesize the given product. (1) Given the product [CH3:1][O:2][C:3]1[CH:12]=[CH:11][C:10]([N+:13]([O-:15])=[O:14])=[CH:9][C:4]=1[C:5]([O:7][CH3:8])=[O:6], predict the reactants needed to synthesize it. The reactants are: [CH3:1][O:2][C:3]1[CH:12]=[CH:11][CH:10]=[CH:9][C:4]=1[C:5]([O:7][CH3:8])=[O:6].[N+:13]([O-])([O-:15])=[O:14].[K+]. (2) Given the product [F:32][C:33]1[CH:40]=[CH:39][C:36]([CH2:37][NH:38][C:25]([C:10]2[C:9]3[C:13](=[CH:14][C:6]([C:4]([O:3][CH2:1][CH3:2])=[O:5])=[CH:7][CH:8]=3)[N:12]([CH2:15][C:16]3[CH:21]=[CH:20][CH:19]=[CH:18][N:17]=3)[C:11]=2[CH:22]([CH3:23])[CH3:24])=[O:27])=[CH:35][CH:34]=1, predict the reactants needed to synthesize it. The reactants are: [CH2:1]([O:3][C:4]([C:6]1[CH:14]=[C:13]2[C:9]([C:10]([C:25]([OH:27])=O)=[C:11]([CH:22]([CH3:24])[CH3:23])[N:12]2[CH2:15][C:16]2[CH:21]=[CH:20][CH:19]=[CH:18][N:17]=2)=[CH:8][CH:7]=1)=[O:5])[CH3:2].C(Cl)CCl.[F:32][C:33]1[CH:40]=[CH:39][C:36]([CH2:37][NH2:38])=[CH:35][CH:34]=1.